This data is from Peptide-MHC class I binding affinity with 185,985 pairs from IEDB/IMGT. The task is: Regression. Given a peptide amino acid sequence and an MHC pseudo amino acid sequence, predict their binding affinity value. This is MHC class I binding data. (1) The peptide sequence is FLFLLYILFL. The MHC is HLA-A02:01 with pseudo-sequence HLA-A02:01. The binding affinity (normalized) is 0.265. (2) The peptide sequence is RRYQIAQYK. The MHC is HLA-A01:01 with pseudo-sequence HLA-A01:01. The binding affinity (normalized) is 0.0847. (3) The peptide sequence is TMAHRKPTY. The MHC is HLA-B15:01 with pseudo-sequence HLA-B15:01. The binding affinity (normalized) is 0.540. (4) The peptide sequence is KGEGAVILK. The MHC is HLA-A68:01 with pseudo-sequence HLA-A68:01. The binding affinity (normalized) is 0.208.